Dataset: Peptide-MHC class II binding affinity with 134,281 pairs from IEDB. Task: Regression. Given a peptide amino acid sequence and an MHC pseudo amino acid sequence, predict their binding affinity value. This is MHC class II binding data. (1) The peptide sequence is ADEEQQQALSSQMGF. The MHC is DRB1_1201 with pseudo-sequence DRB1_1201. The binding affinity (normalized) is 0.172. (2) The peptide sequence is LAKYKANWIEIMRIK. The MHC is DRB1_0901 with pseudo-sequence DRB1_0901. The binding affinity (normalized) is 0.469. (3) The peptide sequence is QPGVDIIEGPVKNVA. The MHC is DRB1_0101 with pseudo-sequence DRB1_0101. The binding affinity (normalized) is 0.214.